This data is from Forward reaction prediction with 1.9M reactions from USPTO patents (1976-2016). The task is: Predict the product of the given reaction. (1) Given the reactants [CH3:1][O:2][C:3]1([C:10]2[CH:27]=[CH:26][C:25]([C:28]([F:31])([F:30])[F:29])=[CH:24][C:11]=2[CH2:12][O:13][Si](C(C)C)(C(C)C)C(C)C)[CH2:9][CH2:8][CH2:7][CH2:6][CH2:5][CH2:4]1.[F-].C([N+](CCCC)(CCCC)CCCC)CCC, predict the reaction product. The product is: [CH3:1][O:2][C:3]1([C:10]2[CH:27]=[CH:26][C:25]([C:28]([F:29])([F:31])[F:30])=[CH:24][C:11]=2[CH2:12][OH:13])[CH2:4][CH2:5][CH2:6][CH2:7][CH2:8][CH2:9]1. (2) Given the reactants [CH3:1][O:2][C:3]1[CH:10]=[C:9]([O:11][CH3:12])[CH:8]=[CH:7][C:4]=1[CH2:5][NH2:6].[CH2:13]([O:20][CH2:21][CH:22]1[CH2:24][O:23]1)[C:14]1[CH:19]=[CH:18][CH:17]=[CH:16][CH:15]=1, predict the reaction product. The product is: [CH2:13]([O:20][CH2:21][CH:22]([OH:23])[CH2:24][NH:6][CH2:5][C:4]1[CH:7]=[CH:8][C:9]([O:11][CH3:12])=[CH:10][C:3]=1[O:2][CH3:1])[C:14]1[CH:19]=[CH:18][CH:17]=[CH:16][CH:15]=1.